From a dataset of Full USPTO retrosynthesis dataset with 1.9M reactions from patents (1976-2016). Predict the reactants needed to synthesize the given product. (1) Given the product [Cl:1][C:2]1[N:10]=[C:9]2[C:5]([N:6]=[C:7]([I:45])[N:8]2[CH2:11][CH2:12][C:13]([CH3:16])([OH:15])[CH3:14])=[C:4]([N:17]2[CH2:22][CH2:21][O:20][CH2:19][CH2:18]2)[N:3]=1, predict the reactants needed to synthesize it. The reactants are: [Cl:1][C:2]1[N:10]=[C:9]2[C:5]([N:6]=[CH:7][N:8]2[CH2:11][CH2:12][C:13]([CH3:16])([OH:15])[CH3:14])=[C:4]([N:17]2[CH2:22][CH2:21][O:20][CH2:19][CH2:18]2)[N:3]=1.CN(C)CCN(C)C.C([Li])CCC.CCCCCC.ClCC[I:45]. (2) Given the product [CH3:9][CH:10]1[CH2:15][CH:14]([CH3:16])[CH2:13][C:12]([C:2]#[C:1][C:3]2[CH:8]=[CH:7][CH:6]=[CH:5][N:4]=2)=[CH:11]1, predict the reactants needed to synthesize it. The reactants are: [C:1]([C:3]1[CH:8]=[CH:7][CH:6]=[CH:5][N:4]=1)#[CH:2].[CH3:9][CH:10]1[CH2:15][CH:14]([CH3:16])[CH2:13][C:12](=O)[CH2:11]1. (3) Given the product [Br:1][C:2]1[CH:7]=[CH:6][C:5]([S:8]([N:17]2[CH2:16][C@@H:15]3[CH2:20][C@H:18]2[CH2:19][N:14]3[CH3:13])(=[O:10])=[O:9])=[CH:4][CH:3]=1, predict the reactants needed to synthesize it. The reactants are: [Br:1][C:2]1[CH:7]=[CH:6][C:5]([S:8](Cl)(=[O:10])=[O:9])=[CH:4][CH:3]=1.Br.[CH3:13][N:14]1[CH2:19][C@@H:18]2[CH2:20][C@H:15]1[CH2:16][NH:17]2.CCN(CC)CC. (4) Given the product [OH:5][C:6]1[CH:7]=[C:8]2[C:13](=[CH:14][CH:15]=1)[C:12]([C:16]([O:18][CH2:19][CH3:20])=[O:17])=[CH:11][CH:10]=[CH:9]2, predict the reactants needed to synthesize it. The reactants are: S(Cl)(Cl)=O.[OH:5][C:6]1[CH:7]=[C:8]2[C:13](=[CH:14][CH:15]=1)[C:12]([C:16]([OH:18])=[O:17])=[CH:11][CH:10]=[CH:9]2.[CH2:19](O)[CH3:20]. (5) Given the product [F:1][C:2]1[CH:7]=[CH:6][C:5]([N:8]2[C:13](=[O:14])[C:12]([C:17]([OH:16])=[O:18])=[CH:11][CH:10]=[N:9]2)=[CH:4][CH:3]=1, predict the reactants needed to synthesize it. The reactants are: [F:1][C:2]1[CH:7]=[CH:6][C:5]([NH:8]/[N:9]=[CH:10]/[CH:11]=[C:12]2[C:17](=[O:18])[O:16]C(C)(C)[O:14][C:13]2=O)=[CH:4][CH:3]=1.C[O-].[Na+].Cl.